This data is from Human liver microsome stability data. The task is: Regression/Classification. Given a drug SMILES string, predict its absorption, distribution, metabolism, or excretion properties. Task type varies by dataset: regression for continuous measurements (e.g., permeability, clearance, half-life) or binary classification for categorical outcomes (e.g., BBB penetration, CYP inhibition). Dataset: hlm. (1) The compound is COc1cc(C(=O)c2cccc(-c3cc4ccccc4[nH]3)c2)cc(OC)c1OC. The result is 1 (stable in human liver microsomes). (2) The molecule is Cc1cnc(NC(=O)CCCOc2cccc(C#N)c2)s1. The result is 1 (stable in human liver microsomes). (3) The molecule is COc1cc2c(N3CCN(C(=O)Nc4ccc(C#N)cc4)CC3)ncnc2cc1OCCn1ccnn1. The result is 1 (stable in human liver microsomes). (4) The compound is Cc1cc(F)ccc1C1CCN(CC2Cc3ccccc3CN2)CC1. The result is 1 (stable in human liver microsomes). (5) The result is 0 (unstable in human liver microsomes). The drug is O=C(c1ccc(/C=C2\SC(=S)N(c3cccc(OC(F)(F)F)c3)C2=O)cc1)N1CCOCC1.